Dataset: Full USPTO retrosynthesis dataset with 1.9M reactions from patents (1976-2016). Task: Predict the reactants needed to synthesize the given product. (1) Given the product [CH3:17][O:18][C:2]1[CH:11]=[C:10]([NH:12][CH3:13])[C:9]([N+:14]([O-:16])=[O:15])=[CH:8][C:3]=1[C:4]([O:6][CH3:7])=[O:5], predict the reactants needed to synthesize it. The reactants are: F[C:2]1[CH:11]=[C:10]([NH:12][CH3:13])[C:9]([N+:14]([O-:16])=[O:15])=[CH:8][C:3]=1[C:4]([O:6][CH3:7])=[O:5].[CH3:17][O-:18].[Na+]. (2) Given the product [C:19]([NH:18][CH2:17][CH:15]1[O:14][C:13](=[O:22])[N:12]([C:9]2[CH:10]=[CH:11][C:6]([O:5][CH:3]3[CH2:4][N:1]([C:25]4[N:34]=[C:33]5[C:28]([C:29](=[O:41])[C:30]([C:38]([OH:40])=[O:39])=[CH:31][N:32]5[CH:35]5[CH2:37][CH2:36]5)=[CH:27][C:26]=4[F:42])[CH2:2]3)=[C:7]([F:23])[CH:8]=2)[CH2:16]1)(=[O:21])[CH3:20], predict the reactants needed to synthesize it. The reactants are: [NH:1]1[CH2:4][CH:3]([O:5][C:6]2[CH:11]=[CH:10][C:9]([N:12]3[CH2:16][C@H:15]([CH2:17][NH:18][C:19](=[O:21])[CH3:20])[O:14][C:13]3=[O:22])=[CH:8][C:7]=2[F:23])[CH2:2]1.Cl[C:25]1[N:34]=[C:33]2[C:28]([C:29](=[O:41])[C:30]([C:38]([OH:40])=[O:39])=[CH:31][N:32]2[CH:35]2[CH2:37][CH2:36]2)=[CH:27][C:26]=1[F:42].C[Si](C)(C)Cl.C(N(CC)CC)C. (3) Given the product [CH2:10]([C@:12]12[CH2:20][CH:19]([OH:21])[C@@H:18]3[C@@H:22]4[C:27]([CH2:28][CH2:29][C@H:17]3[C@@H:16]1[CH2:15][CH2:14][C:13]2=[O:31])=[CH:26][CH2:25][CH2:24][CH2:23]4)[CH3:11], predict the reactants needed to synthesize it. The reactants are: [BH4-].[Na+].FC(F)(F)C(O)=O.[CH2:10]([C@:12]12[CH2:20][CH:19]([OH:21])[C@@H:18]3[C@@H:22]4[C:27]([CH2:28][CH2:29][C@H:17]3[C@@H:16]1[CH2:15][CH2:14][C:13]2=[O:31])=[CH:26][C:25](=O)[CH2:24][CH2:23]4)[CH3:11].[OH-].[Na+]. (4) Given the product [F:22][C:23]1[C:32]([N:33]2[CH2:37][CH2:36][CH2:35][C:34]2=[O:38])=[CH:31][C:30]([N:39]2[CH2:43][CH2:42][CH2:41][C:40]2=[O:44])=[CH:29][C:24]=1[C:25]([OH:27])=[O:26], predict the reactants needed to synthesize it. The reactants are: O=C1CCCN1C1C=C(C=C(N2CCCC2=O)C=1)C(O)=O.[F:22][C:23]1[C:32]([N:33]2[CH2:37][CH2:36][CH2:35][C:34]2=[O:38])=[CH:31][C:30]([N:39]2[CH2:43][CH2:42][CH2:41][C:40]2=[O:44])=[CH:29][C:24]=1[C:25]([O:27]C)=[O:26]. (5) Given the product [C:31]([O:30][CH:24]([CH2:23][NH:22][C:21](=[O:34])[C:12]1[C:11]([I:35])=[C:10]([C:9](=[O:36])[NH:8][CH2:7][CH:6]([O:37][C:38](=[O:40])[CH3:39])[CH2:5][O:4][C:1](=[O:3])[CH3:2])[C:15]([I:16])=[C:14]([NH:17][C:18]([O:41][CH2:42][C:43]([CH2:47][O:48][C:18](=[O:19])[NH:17][C:14]2[C:13]([I:20])=[C:12]([C:21](=[O:34])[NH:22][CH2:23][CH:24]([O:30][C:31](=[O:33])[CH3:32])[CH2:25][O:26][C:27](=[O:29])[CH3:28])[C:11]([I:35])=[C:10]([C:9](=[O:36])[NH:8][CH2:7][CH:6]([O:37][C:38](=[O:40])[CH3:39])[CH2:5][O:4][C:1](=[O:3])[CH3:2])[C:15]=2[I:16])([CH3:44])[CH2:45][OH:46])=[O:19])[C:13]=1[I:20])[CH2:25][O:26][C:27](=[O:29])[CH3:28])(=[O:33])[CH3:32], predict the reactants needed to synthesize it. The reactants are: [C:1]([O:4][CH2:5][CH:6]([O:37][C:38](=[O:40])[CH3:39])[CH2:7][NH:8][C:9](=[O:36])[C:10]1[C:15]([I:16])=[C:14]([N:17]=[C:18]=[O:19])[C:13]([I:20])=[C:12]([C:21](=[O:34])[NH:22][CH2:23][CH:24]([O:30][C:31](=[O:33])[CH3:32])[CH2:25][O:26][C:27](=[O:29])[CH3:28])[C:11]=1[I:35])(=[O:3])[CH3:2].[OH:41][CH2:42][C:43]([CH2:47][OH:48])([CH2:45][OH:46])[CH3:44]. (6) Given the product [CH2:1]([N:5]([CH2:32][CH:33]([CH3:35])[CH3:34])[C:6]1[CH:11]=[CH:10][C:9]([CH:12]2[CH2:16][CH2:15][CH2:14][CH:13]2[C:17]([OH:19])=[O:18])=[CH:8][C:7]=1[NH:21][C:22]([NH:24][C:25]1[CH:30]=[CH:29][C:28]([CH3:31])=[CH:27][CH:26]=1)=[O:23])[CH:2]([CH3:4])[CH3:3], predict the reactants needed to synthesize it. The reactants are: [CH2:1]([N:5]([CH2:32][CH:33]([CH3:35])[CH3:34])[C:6]1[CH:11]=[CH:10][C:9]([C:12]2[CH2:16][CH2:15][CH2:14][C:13]=2[C:17]([O:19]C)=[O:18])=[CH:8][C:7]=1[NH:21][C:22]([NH:24][C:25]1[CH:30]=[CH:29][C:28]([CH3:31])=[CH:27][CH:26]=1)=[O:23])[CH:2]([CH3:4])[CH3:3].[H][H].[OH-].[Na+]. (7) Given the product [NH2:18][C:17]1[C:11]2[C:12](=[N:13][CH:14]=[C:9]([CH:6]3[CH2:7][CH2:8][CH:3]([CH2:2][NH:1][C:37]4[C:32]([C:30]([NH:29][C@H:27]([C:22]5[CH:23]=[CH:24][C:25]([F:26])=[C:20]([F:19])[CH:21]=5)[CH3:28])=[O:31])=[N:33][C:34]([C:39]#[N:40])=[CH:35][N:36]=4)[CH2:4][CH2:5]3)[CH:10]=2)[NH:15][N:16]=1, predict the reactants needed to synthesize it. The reactants are: [NH2:1][CH2:2][CH:3]1[CH2:8][CH2:7][CH:6]([C:9]2[CH:10]=[C:11]3[C:17]([NH2:18])=[N:16][NH:15][C:12]3=[N:13][CH:14]=2)[CH2:5][CH2:4]1.[F:19][C:20]1[CH:21]=[C:22]([C@@H:27]([NH:29][C:30]([C:32]2[C:37](F)=[N:36][CH:35]=[C:34]([C:39]#[N:40])[N:33]=2)=[O:31])[CH3:28])[CH:23]=[CH:24][C:25]=1[F:26].C(N(CC)C(C)C)(C)C. (8) Given the product [Cl:1][C:2]1[CH:3]=[C:4]([C:9](=[N:15][O:16][CH3:17])[CH2:10][CH2:11][C:12]([NH2:20])=[O:13])[CH:5]=[CH:6][C:7]=1[Cl:8], predict the reactants needed to synthesize it. The reactants are: [Cl:1][C:2]1[CH:3]=[C:4]([C:9](=[N:15][O:16][CH3:17])[CH2:10][CH2:11][C:12](O)=[O:13])[CH:5]=[CH:6][C:7]=1[Cl:8].C(N1C=CN=C1)([N:20]1C=CN=C1)=O.N.O1CCOCC1.